This data is from Peptide-MHC class I binding affinity with 185,985 pairs from IEDB/IMGT. The task is: Regression. Given a peptide amino acid sequence and an MHC pseudo amino acid sequence, predict their binding affinity value. This is MHC class I binding data. (1) The peptide sequence is VTIPQIGGM. The MHC is HLA-B15:17 with pseudo-sequence HLA-B15:17. The binding affinity (normalized) is 0.666. (2) The peptide sequence is KELGVHMSL. The MHC is BoLA-HD6 with pseudo-sequence BoLA-HD6. The binding affinity (normalized) is 0.440. (3) The peptide sequence is MLTNASGHA. The MHC is HLA-B46:01 with pseudo-sequence HLA-B46:01. The binding affinity (normalized) is 0.0847.